This data is from Reaction yield outcomes from USPTO patents with 853,638 reactions. The task is: Predict the reaction yield, written as a fraction of the theoretical maximum amount of product (1.0 means a 100% yield; for example, 0.34 means a 34% yield). The reactants are [C:1]([C:4]1[C:9](=[O:10])[C:8]([O:11][CH3:12])=[CH:7][N:6]([C:13]2[CH:18]=[C:17]([I:19])[CH:16]=[CH:15][C:14]=2[F:20])[N:5]=1)(=O)[CH3:2].[CH3:21]C(O)=O.[C:25]1([NH:31][NH2:32])[CH:30]=[CH:29][CH:28]=[CH:27][CH:26]=1. The catalyst is COC(OC)N(C)C. The product is [F:20][C:14]1[CH:15]=[CH:16][C:17]([I:19])=[CH:18][C:13]=1[N:6]1[CH:7]=[C:8]([O:11][CH3:12])[C:9](=[O:10])[C:4]([C:1]2[N:31]([C:25]3[CH:30]=[CH:29][CH:28]=[CH:27][CH:26]=3)[N:32]=[CH:21][CH:2]=2)=[N:5]1. The yield is 0.600.